From a dataset of Reaction yield outcomes from USPTO patents with 853,638 reactions. Predict the reaction yield, written as a fraction of the theoretical maximum amount of product (1.0 means a 100% yield; for example, 0.34 means a 34% yield). (1) The reactants are C[Si]([N-][Si](C)(C)C)(C)C.[Li+].[C:11]([O:15][C:16]([N:18]1[CH2:22][CH2:21][CH:20]([C:23]([C:25]2[CH:26]=[C:27]3[C:31](=[CH:32][CH:33]=2)[N:30]([Si:34]([CH:41]([CH3:43])[CH3:42])([CH:38]([CH3:40])[CH3:39])[CH:35]([CH3:37])[CH3:36])[CH:29]=[CH:28]3)=[O:24])[CH2:19]1)=[O:17])([CH3:14])([CH3:13])[CH3:12].[CH2:44](Br)[C:45]1[CH:50]=[CH:49][CH:48]=[CH:47][CH:46]=1. The catalyst is C1COCC1. The product is [C:11]([O:15][C:16]([N:18]1[CH2:22][CH2:21][C:20]([CH2:44][C:45]2[CH:50]=[CH:49][CH:48]=[CH:47][CH:46]=2)([C:23]([C:25]2[CH:26]=[C:27]3[C:31](=[CH:32][CH:33]=2)[N:30]([Si:34]([CH:35]([CH3:36])[CH3:37])([CH:38]([CH3:40])[CH3:39])[CH:41]([CH3:43])[CH3:42])[CH:29]=[CH:28]3)=[O:24])[CH2:19]1)=[O:17])([CH3:13])([CH3:14])[CH3:12]. The yield is 0.690. (2) The reactants are CCCCCC.I[C:8]1[C:17]2[C:12](=[CH:13][CH:14]=[CH:15][CH:16]=2)[CH:11]=[CH:10][CH:9]=1. The catalyst is COCCOC.C1C=CC(/C=C/C(/C=C/C2C=CC=CC=2)=O)=CC=1.C1C=CC(/C=C/C(/C=C/C2C=CC=CC=2)=O)=CC=1.[Pd]. The product is [CH:16]1[C:17]2[C:12](=[CH:11][CH:10]=[CH:9][CH:8]=2)[CH:13]=[CH:14][CH:15]=1. The yield is 0.300. (3) The reactants are Br[C:2]1[C:3]([CH3:16])=[C:4]([CH3:15])[C:5]2[O:9][C:8]([CH2:11][OH:12])([CH3:10])[CH2:7][C:6]=2[C:13]=1[CH3:14].[CH:17]([C:20]1[CH:25]=[CH:24][C:23]([N:26]2[CH2:31][CH2:30][NH:29][CH2:28][CH2:27]2)=[CH:22][CH:21]=1)([CH3:19])[CH3:18]. No catalyst specified. The product is [CH3:10][C:8]1([CH2:11][OH:12])[CH2:7][C:6]2[C:13]([CH3:14])=[C:2]([N:29]3[CH2:30][CH2:31][N:26]([C:23]4[CH:24]=[CH:25][C:20]([CH:17]([CH3:19])[CH3:18])=[CH:21][CH:22]=4)[CH2:27][CH2:28]3)[C:3]([CH3:16])=[C:4]([CH3:15])[C:5]=2[O:9]1. The yield is 0.0600. (4) The reactants are [CH3:1][C:2]1[C:7](O)=[C:6]([CH:9]2N[CH:12]([C:14](O)=O)[CH2:11][C:10]2([C:20](O)=O)C(O)=O)[C:5]([CH2:23]O)=[CH:4]N=1.[CH3:25][CH2:26][CH2:27][CH2:28][CH2:25][CH2:26][CH2:27][CH2:28][CH2:25][CH2:26][CH2:27][CH2:28]C.COC1C=C2C(=CC=1)CCCC2.C1(C)C(C2C(C)=CC=CC=2)=CC=CC=1. The catalyst is C/C(/[O-])=C/C(C)=O.C/C(/[O-])=C/C(C)=O.[Ni+2]. The product is [CH3:28][C:27]1[CH:14]=[CH:12][C:11]([C:10]2[CH:9]=[C:6]3[C:5](=[CH:4][CH:20]=2)[CH2:23][CH2:1][CH2:2][CH2:7]3)=[CH:25][CH:26]=1. The yield is 0.110. (5) The reactants are [CH2:1]([NH:8][CH2:9][C:10]1[CH:19]=[CH:18][C:17]2[C:12](=[CH:13][CH:14]=[C:15]([O:20]C)[CH:16]=2)[CH:11]=1)[C:2]1[CH:7]=[CH:6][CH:5]=[CH:4][CH:3]=1.Br.C(O)(=O)C. The catalyst is O. The product is [CH2:1]([NH:8][CH2:9][C:10]1[CH:11]=[C:12]2[C:17](=[CH:18][CH:19]=1)[CH:16]=[C:15]([OH:20])[CH:14]=[CH:13]2)[C:2]1[CH:3]=[CH:4][CH:5]=[CH:6][CH:7]=1. The yield is 0.620. (6) The catalyst is CN(C)C=O. The product is [NH:31]1[C:28]2=[N:29][CH:30]=[C:25]([C:16]3[N:15]=[C:14]4[N:9]([CH2:8][CH2:7][CH:4]5[CH2:5][CH2:6][O:1][CH2:2][CH2:3]5)[C:10](=[O:23])[CH2:11][NH:12][C:13]4=[N:18][CH:17]=3)[CH:26]=[C:27]2[CH:33]=[CH:32]1. The reactants are [O:1]1[CH2:6][CH2:5][CH:4]([CH2:7][CH2:8][N:9]2[C:14]3=[N:15][C:16]([Sn](C)(C)C)=[CH:17][N:18]=[C:13]3[NH:12][CH2:11][C:10]2=[O:23])[CH2:3][CH2:2]1.Br[C:25]1[CH:26]=[C:27]2[CH:33]=[CH:32][NH:31][C:28]2=[N:29][CH:30]=1.C1(C)C=CC=CC=1P(C1C=CC=CC=1C)C1C=CC=CC=1C.C(N(CC)CC)C. The yield is 0.112. (7) The reactants are [C:1]([O:5][C:6](=[O:41])[CH2:7][O:8][C:9]1[C:14]2[CH2:15][CH2:16][CH2:17][CH2:18][CH:19]([NH:20][S:21]([C:24]3[CH:29]=[CH:28][C:27]([C:30]4[CH:35]=[C:34]([CH3:36])[CH:33]=[C:32]([C:37]([CH3:40])([CH3:39])[CH3:38])[CH:31]=4)=[CH:26][N:25]=3)(=[O:23])=[O:22])[C:13]=2[CH:12]=[CH:11][CH:10]=1)([CH3:4])([CH3:3])[CH3:2].CI.[C:44]([O-])([O-])=O.[K+].[K+]. The catalyst is CN(C=O)C. The product is [C:1]([O:5][C:6](=[O:41])[CH2:7][O:8][C:9]1[C:14]2[CH2:15][CH2:16][CH2:17][CH2:18][CH:19]([N:20]([S:21]([C:24]3[CH:29]=[CH:28][C:27]([C:30]4[CH:35]=[C:34]([CH3:36])[CH:33]=[C:32]([C:37]([CH3:40])([CH3:39])[CH3:38])[CH:31]=4)=[CH:26][N:25]=3)(=[O:23])=[O:22])[CH3:44])[C:13]=2[CH:12]=[CH:11][CH:10]=1)([CH3:4])([CH3:3])[CH3:2]. The yield is 0.730. (8) The reactants are [Br:1][C:2]1[CH:3]=[C:4]2[C:9](=[CH:10][CH:11]=1)[N:8]=[N:7][CH:6]=[C:5]2Cl.O.[NH2:14][NH2:15]. The catalyst is C(O)C. The product is [Br:1][C:2]1[CH:3]=[C:4]2[C:9](=[CH:10][CH:11]=1)[N:8]=[N:7][CH:6]=[C:5]2[NH:14][NH2:15]. The yield is 1.00. (9) The yield is 0.970. The catalyst is CN1C(=O)CCC1. The product is [CH3:26][O:28][C:29]([CH:31]1[CH2:36][CH2:35][CH:34]([NH:37][C:2]2[N:7]=[C:6]([N:8]3[C:16]4[C:11](=[C:12]([O:17][CH2:18][CH2:19][CH2:20][S:21]([CH3:24])(=[O:23])=[O:22])[CH:13]=[CH:14][CH:15]=4)[CH:10]=[CH:9]3)[CH:5]=[CH:4][N:3]=2)[CH2:33][CH2:32]1)=[O:30]. The reactants are Cl[C:2]1[N:7]=[C:6]([N:8]2[C:16]3[C:11](=[C:12]([O:17][CH2:18][CH2:19][CH2:20][S:21]([CH3:24])(=[O:23])=[O:22])[CH:13]=[CH:14][CH:15]=3)[CH:10]=[CH:9]2)[CH:5]=[CH:4][N:3]=1.Cl.[CH2:26]([O:28][C:29]([CH:31]1[CH2:36][CH2:35][CH:34]([NH2:37])[CH2:33][CH2:32]1)=[O:30])C.C([O-])([O-])=O.[K+].[K+].O.